Dataset: Forward reaction prediction with 1.9M reactions from USPTO patents (1976-2016). Task: Predict the product of the given reaction. (1) The product is: [OH:12][C:6]1[CH:11]=[CH:10][C:9]([S:2]([Cl:1])(=[O:5])=[O:3])=[CH:8][CH:7]=1. Given the reactants [Cl:1][S:2]([OH:5])(=O)=[O:3].[C:6]1([OH:12])[CH:11]=[CH:10][CH:9]=[CH:8][CH:7]=1, predict the reaction product. (2) The product is: [CH2:7]([N:6]([CH2:11][CH:12]([CH3:14])[CH3:13])[C:5]1[CH:15]=[CH:16][C:2](/[C:22](/[CH3:23])=[CH:21]/[C:20]([O:25][CH3:26])=[O:24])=[CH:3][C:4]=1[N+:17]([O-:19])=[O:18])[CH:8]([CH3:10])[CH3:9]. Given the reactants Br[C:2]1[CH:16]=[CH:15][C:5]([N:6]([CH2:11][CH:12]([CH3:14])[CH3:13])[CH2:7][CH:8]([CH3:10])[CH3:9])=[C:4]([N+:17]([O-:19])=[O:18])[CH:3]=1.[C:20]([O:25][CH3:26])(=[O:24])/[CH:21]=[CH:22]/[CH3:23].C(N(CC)CC)C, predict the reaction product.